Dataset: Full USPTO retrosynthesis dataset with 1.9M reactions from patents (1976-2016). Task: Predict the reactants needed to synthesize the given product. (1) Given the product [Br:5][C:6]1[CH:7]=[CH:8][C:9]([C:12]2([C:15]([O:17][C:2]([CH3:4])([CH3:3])[CH3:1])=[O:16])[CH2:14][CH2:13]2)=[CH:10][CH:11]=1, predict the reactants needed to synthesize it. The reactants are: [CH3:1][C:2](=[CH2:4])[CH3:3].[Br:5][C:6]1[CH:11]=[CH:10][C:9]([C:12]2([C:15]([OH:17])=[O:16])[CH2:14][CH2:13]2)=[CH:8][CH:7]=1.S(=O)(=O)(O)O. (2) Given the product [N:12]1([C:2]2[N:7]=[C:6]([C:8]([O:10][CH3:11])=[O:9])[CH:5]=[CH:4][CH:3]=2)[CH:16]=[CH:15][CH:14]=[N:13]1, predict the reactants needed to synthesize it. The reactants are: Br[C:2]1[N:7]=[C:6]([C:8]([O:10][CH3:11])=[O:9])[CH:5]=[CH:4][CH:3]=1.[NH:12]1[CH:16]=[CH:15][CH:14]=[N:13]1.CN[C@@H]1CCCC[C@H]1NC.C([O-])([O-])=O.[K+].[K+].